From a dataset of Forward reaction prediction with 1.9M reactions from USPTO patents (1976-2016). Predict the product of the given reaction. (1) Given the reactants [Cl:1][C:2]1[CH:3]=[C:4]([CH:36]=[CH:37][CH:38]=1)[CH2:5][NH:6][C:7]([C:9]1[N:10]([CH2:30][CH:31](OC)OC)[CH:11]=[C:12]([CH:24]([OH:29])[C:25]([CH3:28])([CH3:27])[CH3:26])[C:13](=[O:23])[C:14]=1[O:15]CC1C=CC=CC=1)=[O:8].Cl, predict the reaction product. The product is: [ClH:1].[Cl:1][C:2]1[CH:3]=[C:4]([CH:36]=[CH:37][CH:38]=1)[CH2:5][N:6]1[CH:31]=[CH:30][N:10]2[CH:11]=[C:12]([CH:24]([OH:29])[C:25]([CH3:27])([CH3:28])[CH3:26])[C:13](=[O:23])[C:14]([OH:15])=[C:9]2[C:7]1=[O:8]. (2) The product is: [F:38][C:39]([F:52])([F:51])[S:40]([O:30][C:24]1[C:25]([F:29])=[CH:26][CH:27]=[CH:28][C:23]=1[C:4]1[CH:5]=[CH:6][C:7]([C@H:8]([NH:10][C:11]([C:13]2([NH:16][S:40]([C:39]([F:38])([F:51])[F:52])(=[O:41])=[O:42])[CH2:14][CH2:15]2)=[O:12])[CH3:9])=[C:2]([F:1])[CH:3]=1)(=[O:42])=[O:41]. Given the reactants [F:1][C:2]1[CH:3]=[C:4]([C:23]2[CH:28]=[CH:27][CH:26]=[C:25]([F:29])[C:24]=2[OH:30])[CH:5]=[CH:6][C:7]=1[C@H:8]([NH:10][C:11]([C:13]1([NH:16]C(=O)C(F)(F)F)[CH2:15][CH2:14]1)=[O:12])[CH3:9].C(N(CC)CC)C.[F:38][C:39]([F:52])([F:51])[S:40](O[S:40]([C:39]([F:52])([F:51])[F:38])(=[O:42])=[O:41])(=[O:42])=[O:41].C(=O)(O)[O-], predict the reaction product. (3) Given the reactants [Cl:1][C:2]1[CH:7]=[C:6]([C:8]([OH:10])=O)[C:5]([O:11][CH3:12])=[CH:4][C:3]=1[C:13]1[CH:18]=[CH:17][CH:16]=[CH:15][C:14]=1[O:19][CH2:20][CH3:21].S(Cl)(Cl)=O.[CH:26]1[CH:27]=[CH:28][N:29]2[CH2:35][C:34]3[CH:36]=[CH:37][CH:38]=[CH:39][C:33]=3[NH:32][CH2:31][C:30]=12.C(N(CC)CC)C, predict the reaction product. The product is: [Cl:1][C:2]1[C:3]([C:13]2[CH:18]=[CH:17][CH:16]=[CH:15][C:14]=2[O:19][CH2:20][CH3:21])=[CH:4][C:5]([O:11][CH3:12])=[C:6]([C:8]([N:32]2[C:33]3[CH:39]=[CH:38][CH:37]=[CH:36][C:34]=3[CH2:35][N:29]3[CH:28]=[CH:27][CH:26]=[C:30]3[CH2:31]2)=[O:10])[CH:7]=1. (4) Given the reactants [CH2:1]([N:8]1[C:16]2[C:15]3=[N:17][C@H:18]([CH2:20][C:21]4[CH:26]=[CH:25][CH:24]=[CH:23][CH:22]=4)[CH2:19][N:14]3[C:13](=[O:27])[N:12]([CH2:28][CH2:29][CH3:30])[C:11]=2[N:10]=[CH:9]1)[C:2]1[CH:7]=[CH:6][CH:5]=[CH:4][CH:3]=1.C([N-]C(C)C)(C)C.[Li+].CN(C)[CH:41]=[O:42].[Cl-].[NH4+], predict the reaction product. The product is: [CH2:1]([N:8]1[C:16]2[C:15]3=[N:17][C@H:18]([CH2:20][C:21]4[CH:22]=[CH:23][CH:24]=[CH:25][CH:26]=4)[CH2:19][N:14]3[C:13](=[O:27])[N:12]([CH2:28][CH2:29][CH3:30])[C:11]=2[N:10]=[C:9]1[CH:41]=[O:42])[C:2]1[CH:7]=[CH:6][CH:5]=[CH:4][CH:3]=1. (5) Given the reactants [C:1]([O:5][C:6]([NH:8][C@H:9]([CH:30]1[CH2:34][C@@H:33]([CH3:35])[C:32](=[O:36])[O:31]1)[CH2:10][C@@H:11]([CH:27]([CH3:29])[CH3:28])[CH2:12][C:13]1[CH:18]=[CH:17][C:16]([O:19][CH3:20])=[C:15]([O:21][CH2:22][CH2:23][CH2:24][O:25][CH3:26])[CH:14]=1)=[O:7])([CH3:4])([CH3:3])[CH3:2].[NH2:37][CH2:38][CH2:39][N:40]1[CH2:45][CH2:44][CH:43]([OH:46])[CH2:42][CH2:41]1, predict the reaction product. The product is: [OH:46][CH:43]1[CH2:44][CH2:45][N:40]([CH2:39][CH2:38][NH:37][C:32](=[O:36])[C@H:33]([CH3:35])[CH2:34][C@H:30]([OH:31])[C@@H:9]([NH:8][C:6]([O:5][C:1]([CH3:3])([CH3:4])[CH3:2])=[O:7])[CH2:10][C@@H:11]([CH:27]([CH3:29])[CH3:28])[CH2:12][C:13]2[CH:18]=[CH:17][C:16]([O:19][CH3:20])=[C:15]([O:21][CH2:22][CH2:23][CH2:24][O:25][CH3:26])[CH:14]=2)[CH2:41][CH2:42]1. (6) Given the reactants [OH:1]N1[C:6](=O)[C:5]2=[CH:8][CH:9]=[CH:10][CH:11]=[C:4]2[C:3]1=[O:12].[O-]O.[C:15]1(C(C)C)[CH:20]=CC=[CH:17][CH:16]=1.[CH2:24]1[CH2:35][CH2:34][CH2:33][CH2:32][CH2:31][CH2:30][CH2:29][CH2:28][CH2:27][CH2:26][CH2:25]1, predict the reaction product. The product is: [CH:3]1([OH:12])[CH2:4][CH2:11][CH2:10][CH2:9][CH2:8][CH2:5][CH2:6][CH2:17][CH2:16][CH2:15][CH2:20]1.[C:24]1(=[O:1])[CH2:35][CH2:34][CH2:33][CH2:32][CH2:31][CH2:30][CH2:29][CH2:28][CH2:27][CH2:26][CH2:25]1.[CH2:24]1[CH2:35][CH2:34][CH2:33][CH2:32][CH2:31][CH2:30][CH2:29][CH2:28][CH2:27][CH2:26][CH2:25]1.